Dataset: Full USPTO retrosynthesis dataset with 1.9M reactions from patents (1976-2016). Task: Predict the reactants needed to synthesize the given product. Given the product [N:14]1[C:13]2[NH:9][CH:10]=[CH:11][C:12]=2[C:17]([C:18]2[CH:19]=[N:20][N:21]([CH:23]3[CH2:27][CH2:26][CH2:25][CH:24]3[CH2:28][OH:29])[CH:22]=2)=[CH:16][N:15]=1, predict the reactants needed to synthesize it. The reactants are: C(OC[N:9]1[C:13]2[N:14]=[N:15][CH:16]=[C:17]([C:18]3[CH:19]=[N:20][N:21]([CH:23]4[CH2:27][CH2:26][CH2:25][CH:24]4[CH2:28][OH:29])[CH:22]=3)[C:12]=2[CH:11]=[CH:10]1)(=O)C(C)(C)C.[OH-].[Na+].